From a dataset of Full USPTO retrosynthesis dataset with 1.9M reactions from patents (1976-2016). Predict the reactants needed to synthesize the given product. Given the product [CH3:1][O:2][C:3](=[O:12])[C:4]1[CH:9]=[CH:8][C:7]([Br:10])=[CH:6][C:5]=1[O:11][C:15](=[S:16])[N:14]([CH3:18])[CH3:13], predict the reactants needed to synthesize it. The reactants are: [CH3:1][O:2][C:3](=[O:12])[C:4]1[CH:9]=[CH:8][C:7]([Br:10])=[CH:6][C:5]=1[OH:11].[CH3:13][N:14]([CH3:18])[C:15](Cl)=[S:16].C1N2CCN(CC2)C1.Cl.